This data is from Forward reaction prediction with 1.9M reactions from USPTO patents (1976-2016). The task is: Predict the product of the given reaction. Given the reactants Br[C:2]1[N:3]([C:26]2[CH:27]=[N:28][CH:29]=[CH:30][CH:31]=2)[C:4]2[C:9]([C:10]=1[S:11][C:12]1[C:13]([F:23])=[C:14]([CH:20]=[CH:21][CH:22]=1)[C:15]([O:17][CH2:18][CH3:19])=[O:16])=[CH:8][CH:7]=[C:6]([Cl:24])[C:5]=2[F:25].BrC1C=N[CH:36]=[CH:37][CH:38]=1.N[C@@H]1CCCC[C@H]1N.[O-]P([O-])([O-])=O.[K+].[K+].[K+], predict the reaction product. The product is: [Cl:24][C:6]1[C:5]([F:25])=[C:4]2[C:9]([C:10]([S:11][C:12]3[C:13]([F:23])=[C:14]([CH:20]=[CH:21][CH:22]=3)[C:15]([O:17][CH2:18][CH3:19])=[O:16])=[C:2]([CH:37]3[CH2:38][CH2:36]3)[N:3]2[C:26]2[CH:27]=[N:28][CH:29]=[CH:30][CH:31]=2)=[CH:8][CH:7]=1.